Dataset: Reaction yield outcomes from USPTO patents with 853,638 reactions. Task: Predict the reaction yield, written as a fraction of the theoretical maximum amount of product (1.0 means a 100% yield; for example, 0.34 means a 34% yield). (1) The product is [CH3:7][C:4]1[S:5][CH:6]=[C:2]([C:11]#[C:10][CH2:9][CH2:8][N:12]2[N:13]=[C:14]3[CH:20]=[CH:19][CH:18]=[CH:17][C:15]3=[N:16]2)[N:3]=1. The reactants are Br[C:2]1[N:3]=[C:4]([CH3:7])[S:5][CH:6]=1.[CH2:8]([N:12]1[N:16]=[C:15]2[CH:17]=[CH:18][CH:19]=[CH:20][C:14]2=[N:13]1)[CH2:9][C:10]#[CH:11]. No catalyst specified. The yield is 0.500. (2) The reactants are [NH2:1][C:2]1[N:7]=[C:6]([C:8]2[O:9][CH:10]=[CH:11][CH:12]=2)[C:5]([C:13]2[CH:14]=[CH:15][C:16](=[O:19])[NH:17][CH:18]=2)=[CH:4][N:3]=1.C(=O)([O-])[O-].[K+].[K+].[CH2:26](I)[CH2:27][CH3:28]. The catalyst is CO. The product is [NH2:1][C:2]1[N:7]=[C:6]([C:8]2[O:9][CH:10]=[CH:11][CH:12]=2)[C:5]([C:13]2[CH:14]=[CH:15][C:16](=[O:19])[N:17]([CH2:26][CH2:27][CH3:28])[CH:18]=2)=[CH:4][N:3]=1. The yield is 0.410. (3) The product is [Br:1][C:2]1[CH:3]=[C:4]2[C:9](=[CH:10][CH:11]=1)[N:8]([CH3:13])[C:7](=[O:12])[CH2:6][CH2:5]2. The catalyst is CN(C=O)C.CCOC(C)=O. The yield is 0.800. The reactants are [Br:1][C:2]1[CH:3]=[C:4]2[C:9](=[CH:10][CH:11]=1)[NH:8][C:7](=[O:12])[CH2:6][CH2:5]2.[CH3:13]C(C)([O-])C.[K+].CI.Cl. (4) The catalyst is C(#N)C.FC(F)(F)S([O-])(=O)=O.[Yb+3].FC(F)(F)S([O-])(=O)=O.FC(F)(F)S([O-])(=O)=O. The reactants are [F:1][C:2]1[CH:29]=[CH:28][C:5]([O:6][C:7]2[CH:8]=[C:9]([NH:13][CH2:14][C:15]3[CH:20]=[CH:19][CH:18]=[C:17]([O:21][C:22]([F:27])([F:26])[CH:23]([F:25])[F:24])[CH:16]=3)[CH:10]=[CH:11][CH:12]=2)=[CH:4][CH:3]=1.[F:30][C:31]([F:36])([F:35])[CH:32]1[O:34][CH2:33]1. The yield is 0.810. The product is [F:1][C:2]1[CH:3]=[CH:4][C:5]([O:6][C:7]2[CH:8]=[C:9]([N:13]([CH2:14][C:15]3[CH:20]=[CH:19][CH:18]=[C:17]([O:21][C:22]([F:26])([F:27])[CH:23]([F:24])[F:25])[CH:16]=3)[CH2:33][CH:32]([OH:34])[C:31]([F:36])([F:35])[F:30])[CH:10]=[CH:11][CH:12]=2)=[CH:28][CH:29]=1. (5) The reactants are [Cl:1][C:2]1[CH:17]=[CH:16][C:15]([Cl:18])=[CH:14][C:3]=1[O:4][C:5]1[N:13]=[CH:12][CH:11]=[CH:10][C:6]=1[C:7]([OH:9])=O.[CH3:19][C:20]1[CH:21]=[C:22]2[C:27](=[CH:28][CH:29]=1)[NH:26][CH2:25][CH2:24][CH2:23]2.C(N(C(C)C)C(C)C)C.CN(C(ON1N=NC2C=CC=NC1=2)=[N+](C)C)C.F[P-](F)(F)(F)(F)F. The catalyst is CN(C=O)C. The product is [Cl:1][C:2]1[CH:17]=[CH:16][C:15]([Cl:18])=[CH:14][C:3]=1[O:4][C:5]1[C:6]([C:7]([N:26]2[C:27]3[C:22](=[CH:21][C:20]([CH3:19])=[CH:29][CH:28]=3)[CH2:23][CH2:24][CH2:25]2)=[O:9])=[CH:10][CH:11]=[CH:12][N:13]=1. The yield is 0.490. (6) The reactants are I[C:2]1[C:7]2[O:8][CH2:9][O:10][C:6]=2[C:5]([NH:11][C:12](=[O:14])[CH3:13])=[CH:4][CH:3]=1.[K]. The yield is 0.647. The catalyst is CO.[Pd]. The product is [C:12]([NH:11][C:5]1[C:6]2[O:10][CH2:9][O:8][C:7]=2[C:2]([C:9]([O:8][CH3:7])=[O:10])=[CH:3][CH:4]=1)(=[O:14])[CH3:13]. (7) The reactants are [Mg].Br[CH2:3][CH2:4][CH2:5][CH3:6].CON(C)[C:10](=[O:28])[C:11]1[CH:16]=[CH:15][C:14]([CH2:17][O:18][CH2:19][C:20]2[CH:25]=[CH:24][C:23]([O:26][CH3:27])=[CH:22][CH:21]=2)=[CH:13][CH:12]=1.[Cl-].[NH4+]. The catalyst is O.O1CCCC1. The product is [CH3:27][O:26][C:23]1[CH:22]=[CH:21][C:20]([CH2:19][O:18][CH2:17][C:14]2[CH:13]=[CH:12][C:11]([C:10](=[O:28])[CH2:3][CH2:4][CH2:5][CH3:6])=[CH:16][CH:15]=2)=[CH:25][CH:24]=1. The yield is 0.890. (8) The reactants are [Br:1][C:2]1[CH:7]=[CH:6][C:5]([NH:8][C:9]2[C:10]([C:20]([OH:22])=O)=[CH:11][C:12]3[N:16](C)[CH:15]=[N:14][C:13]=3[C:18]=2[F:19])=[C:4]([Cl:23])[CH:3]=1.C1C=CC2N(O)N=[N:30][C:28]=2C=1.C(N(CC)CC)C.CN.CCN=C=NCCCN(C)C. The catalyst is CN(C)C=O.C(OCC)(=O)C.O. The product is [CH3:28][NH:30][C:20]([C:10]1[C:9]([NH:8][C:5]2[CH:6]=[CH:7][C:2]([Br:1])=[CH:3][C:4]=2[Cl:23])=[C:18]([F:19])[C:13]2[N:14]=[CH:15][NH:16][C:12]=2[CH:11]=1)=[O:22]. The yield is 0.420. (9) The reactants are [OH:1][CH:2]1[C:11]2[C:6](=[CH:7][CH:8]=[C:9]([N:12]3[C:17](=[O:18])[C:16]([CH2:19][C:20]4[CH:25]=[CH:24][C:23]([C:26]5[CH:31]=[CH:30][CH:29]=[CH:28][C:27]=5[C:32]5[NH:36][C:35](=[O:37])[O:34][N:33]=5)=[CH:22][CH:21]=4)=[C:15]([CH2:38][CH2:39][CH3:40])[N:14]=[C:13]3[CH3:41])[CH:10]=2)[O:5][C:4]([CH3:43])([CH3:42])[CH2:3]1.CC(OI1(OC(C)=O)(OC(C)=O)OC(=O)C2C1=CC=CC=2)=O. The catalyst is ClCCl.C(OCC)(=O)C. The product is [CH3:42][C:4]1([CH3:43])[CH2:3][C:2](=[O:1])[C:11]2[C:6](=[CH:7][CH:8]=[C:9]([N:12]3[C:17](=[O:18])[C:16]([CH2:19][C:20]4[CH:21]=[CH:22][C:23]([C:26]5[CH:31]=[CH:30][CH:29]=[CH:28][C:27]=5[C:32]5[NH:36][C:35](=[O:37])[O:34][N:33]=5)=[CH:24][CH:25]=4)=[C:15]([CH2:38][CH2:39][CH3:40])[N:14]=[C:13]3[CH3:41])[CH:10]=2)[O:5]1. The yield is 0.860.